Dataset: Catalyst prediction with 721,799 reactions and 888 catalyst types from USPTO. Task: Predict which catalyst facilitates the given reaction. (1) Reactant: [OH-].[K+].[CH:3]1[C:12]2[C:7](=[CH:8][C:9]([C:13]([O:15][CH3:16])=[O:14])=[CH:10][CH:11]=2)[CH:6]=[CH:5][C:4]=1[C:17]([O:19]C)=[O:18]. Product: [CH3:16][O:15][C:13]([C:9]1[CH:8]=[C:7]2[C:12](=[CH:11][CH:10]=1)[CH:3]=[C:4]([C:17]([OH:19])=[O:18])[CH:5]=[CH:6]2)=[O:14]. The catalyst class is: 71. (2) Reactant: CC(C[AlH]CC(C)C)C.[CH3:10][O:11][C:12]1[C:16]([C:17](OCC)=[O:18])=[CH:15][N:14]([C:22]2[CH:23]=[N:24][C:25]([C:28]([F:31])([F:30])[F:29])=[N:26][CH:27]=2)[N:13]=1. Product: [CH3:10][O:11][C:12]1[C:16]([CH2:17][OH:18])=[CH:15][N:14]([C:22]2[CH:27]=[N:26][C:25]([C:28]([F:31])([F:29])[F:30])=[N:24][CH:23]=2)[N:13]=1. The catalyst class is: 4. (3) Reactant: [CH2:1]([NH:3][C@H:4]([C:12]1[CH:17]=[CH:16][CH:15]=[CH:14][CH:13]=1)[C:5]([O:7][C:8]([CH3:11])([CH3:10])[CH3:9])=[O:6])[CH3:2].[CH3:18][C:19]([CH3:21])=O.C(O)(=O)C.C([BH3-])#N.[Na+]. Product: [CH2:1]([N:3]([CH:19]([CH3:21])[CH3:18])[C@H:4]([C:12]1[CH:13]=[CH:14][CH:15]=[CH:16][CH:17]=1)[C:5]([O:7][C:8]([CH3:11])([CH3:9])[CH3:10])=[O:6])[CH3:2]. The catalyst class is: 14. (4) Reactant: Cl[S:2]([N:5]=C=O)(=[O:4])=[O:3].CC(O)(C)C.[CH:13]1[C:26]2[CH:25]=[CH:24][C:23]3[C:18](=[CH:19][CH:20]=[CH:21][CH:22]=3)[C:17]=2[CH:16]=[CH:15][C:14]=1[C:27]1[N:31]([C:32]2[CH:37]=[CH:36][C:35]([NH2:38])=[CH:34][CH:33]=2)[N:30]=[C:29]([C:39]([F:42])([F:41])[F:40])[CH:28]=1.C(N(CC)CC)C. The catalyst class is: 2. Product: [CH:13]1[C:26]2[CH:25]=[CH:24][C:23]3[C:18](=[CH:19][CH:20]=[CH:21][CH:22]=3)[C:17]=2[CH:16]=[CH:15][C:14]=1[C:27]1[N:31]([C:32]2[CH:33]=[CH:34][C:35]([NH:38][S:2]([NH2:5])(=[O:4])=[O:3])=[CH:36][CH:37]=2)[N:30]=[C:29]([C:39]([F:42])([F:40])[F:41])[CH:28]=1.